This data is from Forward reaction prediction with 1.9M reactions from USPTO patents (1976-2016). The task is: Predict the product of the given reaction. (1) Given the reactants [Cl:1][C:2]1[C:11]2[C:6](=[CH:7][C:8]([Cl:12])=[CH:9][CH:10]=2)[N:5]=[C:4]([NH:13]C(=O)C2C=CC=CC=2)[CH:3]=1, predict the reaction product. The product is: [Cl:1][C:2]1[C:11]2[C:6](=[CH:7][C:8]([Cl:12])=[CH:9][CH:10]=2)[N:5]=[C:4]([NH2:13])[CH:3]=1. (2) Given the reactants C(OC(=O)[NH:7][CH:8]1[CH2:13][CH2:12][CH2:11][C:10]([F:22])([CH2:14][C:15]2[CH:20]=[CH:19][CH:18]=[CH:17][C:16]=2[F:21])[CH2:9]1)(C)(C)C.Cl, predict the reaction product. The product is: [F:22][C:10]1([CH2:14][C:15]2[CH:20]=[CH:19][CH:18]=[CH:17][C:16]=2[F:21])[CH2:11][CH2:12][CH2:13][CH:8]([NH2:7])[CH2:9]1. (3) Given the reactants P(OCC)(OCC)(OCC)=O.O=P12OP3(OP(OP(O3)(O1)=O)(=O)O2)=O.[C:26]1(=[O:33])[CH2:31][CH2:30][CH2:29][C:28](=O)[CH2:27]1.[CH2:34]([S:36]([C:39]1[CH:40]=[C:41]([CH:44]=[CH:45][C:46]=1[CH:47]=O)[C:42]#[N:43])(=[O:38])=[O:37])[CH3:35].[F:49][C:50]([F:62])([F:61])[C:51]1[CH:52]=[C:53]([NH:57][C:58]([NH2:60])=[O:59])[CH:54]=[CH:55][CH:56]=1, predict the reaction product. The product is: [O:59]=[C:58]1[NH:60][CH:47]([C:46]2[CH:45]=[CH:44][C:41]([C:42]#[N:43])=[CH:40][C:39]=2[S:36]([CH2:34][CH3:35])(=[O:37])=[O:38])[C:27]2[C:26](=[O:33])[CH2:31][CH2:30][CH2:29][C:28]=2[N:57]1[C:53]1[CH:54]=[CH:55][CH:56]=[C:51]([C:50]([F:49])([F:61])[F:62])[CH:52]=1. (4) Given the reactants [H-].[Na+].[CH2:3]([C:5]1[CH:6]=[N:7][C:8]([N:11]2[CH2:16][CH2:15][CH:14]([CH2:17][CH2:18][CH2:19][NH:20][C:21]3[N:22]=[CH:23][C:24]4[CH2:30][N:29]([S:31]([CH3:34])(=[O:33])=[O:32])[CH2:28][CH2:27][C:25]=4[N:26]=3)[CH2:13][CH2:12]2)=[N:9][CH:10]=1)[CH3:4].I[CH3:36], predict the reaction product. The product is: [CH2:3]([C:5]1[CH:10]=[N:9][C:8]([N:11]2[CH2:16][CH2:15][CH:14]([CH2:17][CH2:18][CH2:19][N:20]([CH3:36])[C:21]3[N:22]=[CH:23][C:24]4[CH2:30][N:29]([S:31]([CH3:34])(=[O:32])=[O:33])[CH2:28][CH2:27][C:25]=4[N:26]=3)[CH2:13][CH2:12]2)=[N:7][CH:6]=1)[CH3:4].